This data is from Full USPTO retrosynthesis dataset with 1.9M reactions from patents (1976-2016). The task is: Predict the reactants needed to synthesize the given product. Given the product [Cl:1][C:2]1[CH:3]=[CH:4][C:5]([O:10][C:11]2[CH:16]=[CH:15][C:14]([N+:17]([O-:19])=[O:18])=[CH:13][CH:12]=2)=[C:6]([CH:7]=[N:41][C:39]([O:48][Si:21]([CH3:28])([CH3:27])[CH3:20])=[CH2:40])[CH:9]=1, predict the reactants needed to synthesize it. The reactants are: [Cl:1][C:2]1[CH:3]=[CH:4][C:5]([O:10][C:11]2[CH:16]=[CH:15][C:14]([N+:17]([O-:19])=[O:18])=[CH:13][CH:12]=2)=[C:6]([CH:9]=1)[CH:7]=O.[CH3:20][Si:21]([CH3:28])([CH3:27])N[Si:21]([CH3:28])([CH3:27])[CH3:20].C([Li])CCC.C[Si](Cl)(C)C.[CH2:39]([N:41](CC)CC)[CH3:40].C(Cl)(=[O:48])C.